Predict the product of the given reaction. From a dataset of Forward reaction prediction with 1.9M reactions from USPTO patents (1976-2016). (1) Given the reactants Br[C:2]1[CH:3]=[C:4]([N:22]([CH:24]2[CH2:28][CH2:27][CH2:26][CH2:25]2)[CH3:23])[C:5]([CH3:21])=[C:6]([CH:20]=1)[C:7]([NH:9][CH2:10][C:11]1[C:12](=[O:19])[NH:13][C:14]([CH3:18])=[CH:15][C:16]=1[CH3:17])=[O:8].[O:29]1[CH2:34][CH2:33][N:32]([CH2:35][CH2:36][N:37]2[CH:41]=[C:40](B(O)O)[CH:39]=[N:38]2)[CH2:31][CH2:30]1.C([O-])([O-])=O.[Na+].[Na+].C(Cl)Cl, predict the reaction product. The product is: [CH:24]1([N:22]([CH3:23])[C:4]2[C:5]([CH3:21])=[C:6]([CH:20]=[C:2]([C:40]3[CH:39]=[N:38][N:37]([CH2:36][CH2:35][N:32]4[CH2:33][CH2:34][O:29][CH2:30][CH2:31]4)[CH:41]=3)[CH:3]=2)[C:7]([NH:9][CH2:10][C:11]2[C:12](=[O:19])[NH:13][C:14]([CH3:18])=[CH:15][C:16]=2[CH3:17])=[O:8])[CH2:28][CH2:27][CH2:26][CH2:25]1. (2) The product is: [N:36]1[NH:55][N:56]=[N:57][C:35]=1/[CH:34]=[CH:33]/[C:30]1[CH:29]=[CH:28][C:27](/[C:10](/[C:11]2[CH:12]=[C:13]3[C:17](=[CH:18][CH:19]=2)[N:16]([CH:20]2[CH2:25][CH2:24][CH2:23][CH2:22][O:21]2)[N:15]=[C:14]3[F:26])=[C:9](\[C:3]2[CH:4]=[CH:5][C:6]([F:8])=[CH:7][C:2]=2[Cl:1])/[CH2:37][CH3:38])=[CH:32][CH:31]=1. Given the reactants [Cl:1][C:2]1[CH:7]=[C:6]([F:8])[CH:5]=[CH:4][C:3]=1/[C:9](/[CH2:37][CH3:38])=[C:10](\[C:27]1[CH:32]=[CH:31][C:30](/[CH:33]=[CH:34]/[C:35]#[N:36])=[CH:29][CH:28]=1)/[C:11]1[CH:12]=[C:13]2[C:17](=[CH:18][CH:19]=1)[N:16]([CH:20]1[CH2:25][CH2:24][CH2:23][CH2:22][O:21]1)[N:15]=[C:14]2[F:26].C([Sn](=O)CCCC)CCC.N#N.C[Si]([N:55]=[N+:56]=[N-:57])(C)C, predict the reaction product. (3) Given the reactants [CH2:1]1[C:10]2[C:5](=[CH:6][CH:7]=[CH:8][CH:9]=2)[CH2:4][CH2:3][N:2]1[CH2:11][CH2:12][CH2:13][CH2:14][O:15][C:16]1[N:25]=[C:24]2[C:19]([CH2:20][CH2:21][C:22](=[O:26])[NH:23]2)=[CH:18][CH:17]=1.[Cl:27]C1C=C2C(=CC=1)CNCC2, predict the reaction product. The product is: [Cl:27][C:7]1[CH:6]=[C:5]2[C:10](=[CH:9][CH:8]=1)[CH2:1][N:2]([CH2:11][CH2:12][CH2:13][CH2:14][O:15][C:16]1[N:25]=[C:24]3[C:19]([CH2:20][CH2:21][C:22](=[O:26])[NH:23]3)=[CH:18][CH:17]=1)[CH2:3][CH2:4]2. (4) Given the reactants CC(OC([N:8]1[CH2:13][CH2:12][C:11](=[C:14]([C:28]2[CH:33]=[CH:32][CH:31]=[CH:30][C:29]=2[NH2:34])[C:15]2[CH:20]=[CH:19][C:18]([C:21]([N:23]([CH2:26][CH3:27])[CH2:24][CH3:25])=[O:22])=[CH:17][CH:16]=2)[CH2:10][CH2:9]1)=O)(C)C.[CH:35]1([CH:41]=O)[CH2:40][CH2:39][CH2:38][CH2:37][CH2:36]1.C(O)(=O)C.[BH-](OC(C)=O)(OC(C)=O)OC(C)=O.[Na+].FC(F)(F)C(O)=O, predict the reaction product. The product is: [CH:35]1([CH2:41][NH:34][C:29]2[CH:30]=[CH:31][CH:32]=[CH:33][C:28]=2[C:14](=[C:11]2[CH2:12][CH2:13][NH:8][CH2:9][CH2:10]2)[C:15]2[CH:20]=[CH:19][C:18]([C:21]([N:23]([CH2:24][CH3:25])[CH2:26][CH3:27])=[O:22])=[CH:17][CH:16]=2)[CH2:40][CH2:39][CH2:38][CH2:37][CH2:36]1. (5) Given the reactants [Br:1][C:2]1[CH:7]=[CH:6][C:5]([C@H:8]2[CH2:10][C@H:9]2[C:11]([O:13]C)=[O:12])=[CH:4][CH:3]=1.[Li+].[OH-], predict the reaction product. The product is: [Br:1][C:2]1[CH:3]=[CH:4][C:5]([C@H:8]2[CH2:10][C@H:9]2[C:11]([OH:13])=[O:12])=[CH:6][CH:7]=1. (6) Given the reactants [CH3:1][NH:2][CH3:3].[CH:4]([N:17]1[CH2:20][CH:19](CS([O-])(=O)=O)[CH2:18]1)([C:11]1[CH:16]=[CH:15][CH:14]=[CH:13][CH:12]=1)[C:5]1[CH:10]=[CH:9][CH:8]=[CH:7][CH:6]=1, predict the reaction product. The product is: [CH:4]([N:17]1[CH2:20][CH:19]([N:2]([CH3:3])[CH3:1])[CH2:18]1)([C:11]1[CH:16]=[CH:15][CH:14]=[CH:13][CH:12]=1)[C:5]1[CH:10]=[CH:9][CH:8]=[CH:7][CH:6]=1. (7) Given the reactants [CH3:1][C:2]1([CH3:19])[C:6]([CH3:8])([CH3:7])[O:5][B:4]([C:9]2[CH:18]=[CH:17][C:12]([O:13][CH2:14][CH2:15][OH:16])=[CH:11][CH:10]=2)[O:3]1.C(N(CC)CC)C.[S:27](Cl)([C:30]1[CH:36]=[CH:35][C:33](C)=[CH:32][CH:31]=1)(=[O:29])=[O:28], predict the reaction product. The product is: [C:30]1([S:27]([O:16][CH2:15][CH2:14][O:13][C:12]2[CH:17]=[CH:18][C:9]([B:4]3[O:3][C:2]([CH3:19])([CH3:1])[C:6]([CH3:7])([CH3:8])[O:5]3)=[CH:10][CH:11]=2)(=[O:29])=[O:28])[CH:36]=[CH:35][CH:33]=[CH:32][CH:31]=1. (8) Given the reactants C([Sn]([C:14]#[N:15])(CCCC)CCCC)CCC.[CH3:16][C:17]1[N:22]=[CH:21][C:20]([N:23]2[C:27]([C:28]3[CH:33]=[CH:32][C:31](OS(C(F)(F)F)(=O)=O)=[CH:30][N:29]=3)=[CH:26][C:25]([C:42]([O:44][CH2:45][CH3:46])=[O:43])=[N:24]2)=[CH:19][CH:18]=1.C(=O)(O)[O-].[Na+], predict the reaction product. The product is: [C:14]([C:31]1[CH:32]=[CH:33][C:28]([C:27]2[N:23]([C:20]3[CH:21]=[N:22][C:17]([CH3:16])=[CH:18][CH:19]=3)[N:24]=[C:25]([C:42]([O:44][CH2:45][CH3:46])=[O:43])[CH:26]=2)=[N:29][CH:30]=1)#[N:15]. (9) Given the reactants [CH3:1][O:2][CH2:3][CH2:4][O:5][C:6]1[C:7]([CH3:19])=[C:8]([CH:16]=[CH:17][CH:18]=1)[C:9](OCCOC)=[O:10].CC(C[AlH]CC(C)C)C, predict the reaction product. The product is: [CH3:1][O:2][CH2:3][CH2:4][O:5][C:6]1[C:7]([CH3:19])=[C:8]([CH2:9][OH:10])[CH:16]=[CH:17][CH:18]=1. (10) The product is: [Br:11][CH2:9][C:8]1[C:3]([CH2:1][CH3:2])=[N:4][CH:5]=[CH:6][CH:7]=1. Given the reactants [CH2:1]([C:3]1[C:8]([CH2:9]O)=[CH:7][CH:6]=[CH:5][N:4]=1)[CH3:2].[Br:11]P(Br)Br, predict the reaction product.